Predict which catalyst facilitates the given reaction. From a dataset of Catalyst prediction with 721,799 reactions and 888 catalyst types from USPTO. (1) Reactant: [C:1]1([C:22]2[CH:27]=[CH:26][CH:25]=[CH:24][CH:23]=2)[CH:6]=[CH:5][C:4]([CH2:7][CH:8]2[C:17]3[C:12](=[CH:13][C:14]([O:20][CH3:21])=[C:15]([O:18][CH3:19])[CH:16]=3)[CH2:11][CH2:10][NH:9]2)=[CH:3][CH:2]=1.Cl[C:29]([O:31][C:32]1[CH:37]=[CH:36][CH:35]=[CH:34][CH:33]=1)=[O:30].Cl[C:39]([O:41][CH2:42][C:43]1[CH:48]=[CH:47][CH:46]=[CH:45][CH:44]=1)=[O:40].[C:49]1([CH2:55][C:56](Cl)=[O:57])[CH:54]=[CH:53][CH:52]=[CH:51][CH:50]=1. Product: [C:32]1([O:31][C:29]([N:9]2[CH2:10][CH2:11][C:12]3[C:17](=[CH:16][C:15]([O:18][CH3:19])=[C:14]([O:20][CH3:21])[CH:13]=3)[CH:8]2[CH2:7][C:4]2[CH:3]=[CH:2][C:1]([C:22]3[CH:27]=[CH:26][CH:25]=[CH:24][CH:23]=3)=[CH:6][CH:5]=2)=[O:30])[CH:37]=[CH:36][CH:35]=[CH:34][CH:33]=1.[CH2:42]([O:41][C:39]([N:9]1[CH2:10][CH2:11][C:12]2[C:17](=[CH:16][C:15]([O:18][CH3:19])=[C:14]([O:20][CH3:21])[CH:13]=2)[CH:8]1[CH2:7][C:4]1[CH:3]=[CH:2][C:1]([C:22]2[CH:27]=[CH:26][CH:25]=[CH:24][CH:23]=2)=[CH:6][CH:5]=1)=[O:40])[C:43]1[CH:48]=[CH:47][CH:46]=[CH:45][CH:44]=1.[C:1]1([C:22]2[CH:27]=[CH:26][CH:25]=[CH:24][CH:23]=2)[CH:2]=[CH:3][C:4]([CH2:7][CH:8]2[C:17]3[C:12](=[CH:13][C:14]([O:20][CH3:21])=[C:15]([O:18][CH3:19])[CH:16]=3)[CH2:11][CH2:10][N:9]2[C:56](=[O:57])[CH2:55][C:49]2[CH:54]=[CH:53][CH:52]=[CH:51][CH:50]=2)=[CH:5][CH:6]=1. The catalyst class is: 1. (2) Reactant: C(=O)([O-])[O-].[Cs+].[Cs+].[CH3:7]I.[Cl:9][C:10]1[C:11]2[CH:18]=[CH:17][NH:16][C:12]=2[N:13]=[CH:14][N:15]=1.O. Product: [Cl:9][C:10]1[C:11]2[CH:18]=[CH:17][N:16]([CH3:7])[C:12]=2[N:13]=[CH:14][N:15]=1. The catalyst class is: 3. (3) Reactant: [CH3:1][O:2][C:3]1[CH:8]=[CH:7][C:6]([CH2:9][C:10]2[C:19]3[C:14](=[CH:15][CH:16]=[CH:17][CH:18]=3)[C:13](=[O:20])[NH:12][N:11]=2)=[CH:5][CH:4]=1.[C:21]([N:28]1[CH2:34][CH2:33][CH2:32][C@@H:29]1[CH2:30]O)([O:23][C:24]([CH3:27])([CH3:26])[CH3:25])=[O:22].C1(P(C2C=CC=CC=2)C2C=CC=CC=2)C=CC=CC=1.N(C(OC(C)(C)C)=O)=NC(OC(C)(C)C)=O. Product: [CH3:1][O:2][C:3]1[CH:4]=[CH:5][C:6]([CH2:9][C:10]2[C:19]3[C:14](=[CH:15][CH:16]=[CH:17][CH:18]=3)[C:13](=[O:20])[N:12]([CH2:30][C@H:29]3[CH2:32][CH2:33][CH2:34][N:28]3[C:21]([O:23][C:24]([CH3:25])([CH3:27])[CH3:26])=[O:22])[N:11]=2)=[CH:7][CH:8]=1. The catalyst class is: 1. (4) Reactant: [Br:1][C:2]1[CH:3]=[N:4][C:5]([NH:8][C:9]2[CH:14]=[CH:13][C:12]([CH2:15][C:16]([OH:18])=O)=[CH:11][CH:10]=2)=[N:6][CH:7]=1.CN([C:22]([O:26][N:27]1N=NC2C=CC=N[C:28]1=2)=[N+](C)C)C.F[P-](F)(F)(F)(F)F.CNOC.C(N(C(C)C)CC)(C)C. Product: [Br:1][C:2]1[CH:7]=[N:6][C:5]([NH:8][C:9]2[CH:10]=[CH:11][C:12]([CH2:15][C:16]([N:27]([O:26][CH3:22])[CH3:28])=[O:18])=[CH:13][CH:14]=2)=[N:4][CH:3]=1. The catalyst class is: 18. (5) Reactant: [Cl:1][C:2]1[CH:7]=[CH:6][C:5]([C:8]2[C:9](=O)[NH:10][N:11]=[CH:12][C:13]=2[C:14]2[CH:19]=[CH:18][C:17]([Cl:20])=[CH:16][CH:15]=2)=[CH:4][CH:3]=1.N1C=CC=CC=1.O=P(Cl)(Cl)[Cl:30]. Product: [Cl:30][C:9]1[N:10]=[N:11][CH:12]=[C:13]([C:14]2[CH:19]=[CH:18][C:17]([Cl:20])=[CH:16][CH:15]=2)[C:8]=1[C:5]1[CH:6]=[CH:7][C:2]([Cl:1])=[CH:3][CH:4]=1. The catalyst class is: 11. (6) Reactant: Cl.[CH3:2][O:3][C:4](=[O:11])[C@H:5]([CH2:7][CH:8]([CH3:10])[CH3:9])[NH2:6].[O-]S([O-])(=O)=O.[Mg+2].[CH:18](=O)[C:19]1[CH:24]=[CH:23][CH:22]=[C:21]([O:25][CH3:26])[CH:20]=1.CCN(CC)CC.[BH4-].[Na+]. Product: [CH3:26][O:25][C:21]1[CH:20]=[C:19]([CH:24]=[CH:23][CH:22]=1)[CH2:18][NH:6][C@@H:5]([CH2:7][CH:8]([CH3:10])[CH3:9])[C:4]([O:3][CH3:2])=[O:11]. The catalyst class is: 92.